Dataset: Forward reaction prediction with 1.9M reactions from USPTO patents (1976-2016). Task: Predict the product of the given reaction. (1) Given the reactants [Cl:1][C:2]1[CH:3]=[C:4]([CH:25]=[CH:26][C:27]=1[Cl:28])[O:5][C:6]1[CH:11]=[CH:10][CH:9]=[CH:8][C:7]=1[NH:12][S:13]([C:16]1[CH:24]=[CH:23][C:19]([C:20](O)=[O:21])=[CH:18][CH:17]=1)(=[O:15])=[O:14].[N:29]1([CH2:35][CH2:36][N:37]2[CH2:42][CH2:41][NH:40][CH2:39][CH2:38]2)[CH2:34][CH2:33][CH2:32][CH2:31][CH2:30]1, predict the reaction product. The product is: [Cl:1][C:2]1[CH:3]=[C:4]([CH:25]=[CH:26][C:27]=1[Cl:28])[O:5][C:6]1[CH:11]=[CH:10][CH:9]=[CH:8][C:7]=1[NH:12][S:13]([C:16]1[CH:17]=[CH:18][C:19]([C:20]([N:40]2[CH2:39][CH2:38][N:37]([CH2:36][CH2:35][N:29]3[CH2:30][CH2:31][CH2:32][CH2:33][CH2:34]3)[CH2:42][CH2:41]2)=[O:21])=[CH:23][CH:24]=1)(=[O:14])=[O:15]. (2) Given the reactants [Cl:1][C:2]1[N:7]=[C:6]([Cl:8])[CH:5]=[CH:4][N:3]=1.[CH3:9][NH:10][CH2:11][CH2:12][OH:13], predict the reaction product. The product is: [Cl:1][C:2]1[N:7]=[C:6]([N:10]([CH3:9])[CH2:11][CH2:12][OH:13])[CH:5]=[CH:4][N:3]=1.[Cl:8][C:6]1[CH:5]=[CH:4][N:3]=[C:2]([N:10]([CH3:9])[CH2:11][CH2:12][OH:13])[N:7]=1. (3) Given the reactants [N:1]1[C:10]2[C:5](=[CH:6][CH:7]=[CH:8][CH:9]=2)[CH:4]=[C:3]([NH:11][S:12]([C:15]2[C:16]([O:22][CH3:23])=[N:17][CH:18]=[C:19](Br)[CH:20]=2)(=[O:14])=[O:13])[CH:2]=1.C([O-])([O-])=O.[K+].[K+].[B:30]1([B:30]2[O:34][C:33]([CH3:36])([CH3:35])[C:32]([CH3:38])([CH3:37])[O:31]2)[O:34][C:33]([CH3:36])([CH3:35])[C:32]([CH3:38])([CH3:37])[O:31]1.O, predict the reaction product. The product is: [N:1]1[C:10]2[C:5](=[CH:6][CH:7]=[CH:8][CH:9]=2)[CH:4]=[C:3]([NH:11][S:12]([C:15]2[C:16]([O:22][CH3:23])=[N:17][CH:18]=[C:19]([B:30]3[O:34][C:33]([CH3:36])([CH3:35])[C:32]([CH3:38])([CH3:37])[O:31]3)[CH:20]=2)(=[O:14])=[O:13])[CH:2]=1. (4) Given the reactants [N:1]1[CH:6]=[CH:5][C:4]([N:7]2[CH2:12][CH2:11][CH:10]([CH2:13][O:14][C:15]3[CH:24]=[C:23]4[C:18]([CH2:19][CH2:20][N:21]([C:25](=[S:27])[NH2:26])[CH2:22]4)=[CH:17][CH:16]=3)[CH2:9][CH2:8]2)=[CH:3][CH:2]=1.Cl.[CH2:29](O)C.CI, predict the reaction product. The product is: [CH3:29][S:27][C:25]([N:21]1[CH2:20][CH2:19][C:18]2[C:23](=[CH:24][C:15]([O:14][CH2:13][CH:10]3[CH2:9][CH2:8][N:7]([C:4]4[CH:5]=[CH:6][N:1]=[CH:2][CH:3]=4)[CH2:12][CH2:11]3)=[CH:16][CH:17]=2)[CH2:22]1)=[NH:26]. (5) Given the reactants C([O:8][C:9]1[CH:14]=[C:13]([C:15]2[CH:23]=[CH:22][CH:21]=[C:20]3[C:16]=2[CH:17]=[CH:18][N:19]3[Si](C(C)C)(C(C)C)C(C)C)[N:12]=[C:11]([NH:34][C:35]2[CH:36]=[N:37][CH:38]=[CH:39][CH:40]=2)[N:10]=1)C1C=CC=CC=1.C(OC1C=C(Cl)N=C(NC2C=NC=CC=2)N=1)C1C=CC=CC=1.C(=O)([O-])[O-].[K+].[K+].CC1(C)C(C)(C)OB(C2C=CC=C3C=2C=CN3[Si](C(C)C)(C(C)C)C(C)C)O1, predict the reaction product. The product is: [NH:19]1[C:20]2[C:16](=[C:15]([C:13]3[N:12]=[C:11]([NH:34][C:35]4[CH:36]=[N:37][CH:38]=[CH:39][CH:40]=4)[N:10]=[C:9]([OH:8])[CH:14]=3)[CH:23]=[CH:22][CH:21]=2)[CH:17]=[CH:18]1. (6) Given the reactants [CH2:1]([N:3]1[C:11]2[C:6](=[CH:7][CH:8]=[CH:9][CH:10]=2)[C:5]([CH:12]=[CH:13][N+:14]([O-])=O)=[CH:4]1)[CH3:2].[H-].[H-].[H-].[H-].[Li+].[Al+3], predict the reaction product. The product is: [CH2:1]([N:3]1[C:11]2[C:6](=[CH:7][CH:8]=[CH:9][CH:10]=2)[C:5]([CH2:12][CH2:13][NH2:14])=[CH:4]1)[CH3:2]. (7) Given the reactants [CH2:1]([N:5]([CH2:26][CH3:27])[C:6]1[C:7]2[CH2:15][C:14](=[O:16])[N:13]([C:17]3[C:22]([CH3:23])=[CH:21][C:20]([CH3:24])=[CH:19][C:18]=3[CH3:25])[C:8]=2[N:9]=[C:10]([CH3:12])[N:11]=1)[CH2:2][CH2:3][CH3:4].[CH3:28][Si]([N-][Si](C)(C)C)(C)C.[Li+].CI, predict the reaction product. The product is: [CH2:1]([N:5]([CH2:26][CH3:27])[C:6]1[C:7]2[CH:15]([CH3:28])[C:14](=[O:16])[N:13]([C:17]3[C:22]([CH3:23])=[CH:21][C:20]([CH3:24])=[CH:19][C:18]=3[CH3:25])[C:8]=2[N:9]=[C:10]([CH3:12])[N:11]=1)[CH2:2][CH2:3][CH3:4]. (8) Given the reactants C1C=CC2N(O)N=NC=2C=1.[Br:11][C:12]1[CH:31]=[CH:30][CH:29]=[CH:28][C:13]=1[C:14]([N:16]1[CH2:21][CH2:20][N:19]([C:22](=[O:27])[CH2:23][C:24]([OH:26])=O)[CH2:18][CH2:17]1)=[O:15].CCN=C=NCCCN(C)C.Cl.[N:44]1([C:50]2[CH:55]=[CH:54][C:53]([NH2:56])=[CH:52][CH:51]=2)[CH2:49][CH2:48][O:47][CH2:46][CH2:45]1, predict the reaction product. The product is: [Br:11][C:12]1[CH:31]=[CH:30][CH:29]=[CH:28][C:13]=1[C:14]([N:16]1[CH2:17][CH2:18][N:19]([C:22](=[O:27])[CH2:23][C:24]([NH:56][C:53]2[CH:52]=[CH:51][C:50]([N:44]3[CH2:49][CH2:48][O:47][CH2:46][CH2:45]3)=[CH:55][CH:54]=2)=[O:26])[CH2:20][CH2:21]1)=[O:15]. (9) Given the reactants [H-].[Na+].[F:3][C:4]1[CH:5]=[CH:6][C:7]([O:11][CH3:12])=[C:8]([OH:10])[CH:9]=1.[Cl:13][C:14]1[CH:19]=[C:18]([N+:20]([O-:22])=[O:21])[CH:17]=[CH:16][C:15]=1F, predict the reaction product. The product is: [Cl:13][C:14]1[CH:19]=[C:18]([N+:20]([O-:22])=[O:21])[CH:17]=[CH:16][C:15]=1[O:10][C:8]1[CH:9]=[C:4]([F:3])[CH:5]=[CH:6][C:7]=1[O:11][CH3:12].